Regression. Given two drug SMILES strings and cell line genomic features, predict the synergy score measuring deviation from expected non-interaction effect. From a dataset of NCI-60 drug combinations with 297,098 pairs across 59 cell lines. (1) Drug 1: C1CCC(CC1)NC(=O)N(CCCl)N=O. Drug 2: CC1C(C(CC(O1)OC2CC(CC3=C2C(=C4C(=C3O)C(=O)C5=CC=CC=C5C4=O)O)(C(=O)C)O)N)O. Cell line: SW-620. Synergy scores: CSS=38.0, Synergy_ZIP=-5.49, Synergy_Bliss=-6.29, Synergy_Loewe=-3.08, Synergy_HSA=-2.49. (2) Drug 1: CS(=O)(=O)C1=CC(=C(C=C1)C(=O)NC2=CC(=C(C=C2)Cl)C3=CC=CC=N3)Cl. Synergy scores: CSS=4.33, Synergy_ZIP=-1.18, Synergy_Bliss=-4.71, Synergy_Loewe=-10.2, Synergy_HSA=-4.66. Drug 2: CC12CCC3C(C1CCC2OP(=O)(O)O)CCC4=C3C=CC(=C4)OC(=O)N(CCCl)CCCl.[Na+]. Cell line: EKVX. (3) Drug 1: C1CC(C1)(C(=O)O)C(=O)O.[NH2-].[NH2-].[Pt+2]. Drug 2: CC1=C(N=C(N=C1N)C(CC(=O)N)NCC(C(=O)N)N)C(=O)NC(C(C2=CN=CN2)OC3C(C(C(C(O3)CO)O)O)OC4C(C(C(C(O4)CO)O)OC(=O)N)O)C(=O)NC(C)C(C(C)C(=O)NC(C(C)O)C(=O)NCCC5=NC(=CS5)C6=NC(=CS6)C(=O)NCCC[S+](C)C)O. Cell line: IGROV1. Synergy scores: CSS=17.3, Synergy_ZIP=-5.78, Synergy_Bliss=0.480, Synergy_Loewe=-3.31, Synergy_HSA=2.96. (4) Drug 1: C1=C(C(=O)NC(=O)N1)F. Drug 2: C(CC(=O)O)C(=O)CN.Cl. Cell line: BT-549. Synergy scores: CSS=34.8, Synergy_ZIP=-7.22, Synergy_Bliss=-6.23, Synergy_Loewe=-10.9, Synergy_HSA=-3.34. (5) Drug 1: CC1C(C(=O)NC(C(=O)N2CCCC2C(=O)N(CC(=O)N(C(C(=O)O1)C(C)C)C)C)C(C)C)NC(=O)C3=C4C(=C(C=C3)C)OC5=C(C(=O)C(=C(C5=N4)C(=O)NC6C(OC(=O)C(N(C(=O)CN(C(=O)C7CCCN7C(=O)C(NC6=O)C(C)C)C)C)C(C)C)C)N)C. Drug 2: CCC1(C2=C(COC1=O)C(=O)N3CC4=CC5=C(C=CC(=C5CN(C)C)O)N=C4C3=C2)O.Cl. Cell line: TK-10. Synergy scores: CSS=38.6, Synergy_ZIP=-10.8, Synergy_Bliss=-10.8, Synergy_Loewe=-7.07, Synergy_HSA=-5.22. (6) Drug 1: COC1=NC(=NC2=C1N=CN2C3C(C(C(O3)CO)O)O)N. Drug 2: CC1CCC2CC(C(=CC=CC=CC(CC(C(=O)C(C(C(=CC(C(=O)CC(OC(=O)C3CCCCN3C(=O)C(=O)C1(O2)O)C(C)CC4CCC(C(C4)OC)O)C)C)O)OC)C)C)C)OC. Cell line: SNB-19. Synergy scores: CSS=9.49, Synergy_ZIP=-1.38, Synergy_Bliss=1.54, Synergy_Loewe=-11.7, Synergy_HSA=0.712. (7) Drug 1: CCCCCOC(=O)NC1=NC(=O)N(C=C1F)C2C(C(C(O2)C)O)O. Drug 2: C(CCl)NC(=O)N(CCCl)N=O. Cell line: NCI-H226. Synergy scores: CSS=-4.45, Synergy_ZIP=4.36, Synergy_Bliss=5.63, Synergy_Loewe=-4.61, Synergy_HSA=-3.18. (8) Drug 1: CN1C2=C(C=C(C=C2)N(CCCl)CCCl)N=C1CCCC(=O)O.Cl. Synergy scores: CSS=6.15, Synergy_ZIP=1.94, Synergy_Bliss=2.16, Synergy_Loewe=5.00, Synergy_HSA=1.40. Cell line: U251. Drug 2: CCCCCOC(=O)NC1=NC(=O)N(C=C1F)C2C(C(C(O2)C)O)O. (9) Drug 1: C1=CC(=CC=C1CCC2=CNC3=C2C(=O)NC(=N3)N)C(=O)NC(CCC(=O)O)C(=O)O. Drug 2: CC(C)NC(=O)C1=CC=C(C=C1)CNNC.Cl. Cell line: 786-0. Synergy scores: CSS=3.36, Synergy_ZIP=-2.67, Synergy_Bliss=-12.6, Synergy_Loewe=-28.7, Synergy_HSA=-13.5.